This data is from Forward reaction prediction with 1.9M reactions from USPTO patents (1976-2016). The task is: Predict the product of the given reaction. Given the reactants [CH2:1]([C:3]1([C:10]2[CH:11]=[C:12]([CH:28]=[CH:29][CH:30]=2)[O:13][C:14]2[CH:21]=[C:20]([CH2:22][N:23]3[CH:27]=[CH:26][N:25]=[CH:24]3)[CH:19]=[CH:18][C:15]=2[C:16]#[N:17])[CH2:9][CH2:8][CH2:7][CH2:6][NH:5][CH2:4]1)[CH3:2].[CH3:31][C:32]([O:35][C:36](O[C:36]([O:35][C:32]([CH3:34])([CH3:33])[CH3:31])=[O:37])=[O:37])([CH3:34])[CH3:33], predict the reaction product. The product is: [C:32]([O:35][C:36]([N:5]1[CH2:6][CH2:7][CH2:8][CH2:9][C:3]([C:10]2[CH:30]=[CH:29][CH:28]=[C:12]([O:13][C:14]3[CH:21]=[C:20]([CH2:22][N:23]4[CH:27]=[CH:26][N:25]=[CH:24]4)[CH:19]=[CH:18][C:15]=3[C:16]#[N:17])[CH:11]=2)([CH2:1][CH3:2])[CH2:4]1)=[O:37])([CH3:34])([CH3:33])[CH3:31].